This data is from Full USPTO retrosynthesis dataset with 1.9M reactions from patents (1976-2016). The task is: Predict the reactants needed to synthesize the given product. (1) The reactants are: [C:1]([NH:4][C:5]1[C:10](=O)[NH:9][C:8]([C:12]2[CH:17]=[CH:16][CH:15]=[CH:14][CH:13]=2)=[N:7][CH:6]=1)(=[O:3])[CH3:2].C(N(CC)CC)C.P(Cl)(Cl)([Cl:27])=O.C(=O)([O-])O.[Na+]. Given the product [C:1]([NH:4][C:5]1[C:10]([Cl:27])=[N:9][C:8]([C:12]2[CH:17]=[CH:16][CH:15]=[CH:14][CH:13]=2)=[N:7][CH:6]=1)(=[O:3])[CH3:2], predict the reactants needed to synthesize it. (2) The reactants are: [C:1](Cl)(=[O:17])[CH2:2][CH2:3][CH2:4][CH2:5][CH2:6][CH2:7][CH2:8][CH2:9][CH2:10][CH2:11][CH2:12][CH2:13][CH2:14][CH2:15][CH3:16].[OH:19][N:20]1[C:24](=[O:25])[CH2:23][CH2:22][C:21]1=[O:26].C(N(CC)CC)C. Given the product [C:1]([O:19][N:20]1[C:24](=[O:25])[CH2:23][CH2:22][C:21]1=[O:26])(=[O:17])[CH2:2][CH2:3][CH2:4][CH2:5][CH2:6][CH2:7][CH2:8][CH2:9][CH2:10][CH2:11][CH2:12][CH2:13][CH2:14][CH2:15][CH3:16], predict the reactants needed to synthesize it.